This data is from Peptide-MHC class I binding affinity with 185,985 pairs from IEDB/IMGT. The task is: Regression. Given a peptide amino acid sequence and an MHC pseudo amino acid sequence, predict their binding affinity value. This is MHC class I binding data. (1) The peptide sequence is ALLLGVFVTL. The MHC is H-2-Db with pseudo-sequence H-2-Db. The binding affinity (normalized) is 0. (2) The peptide sequence is RAAHRRQSV. The MHC is HLA-B39:01 with pseudo-sequence HLA-B39:01. The binding affinity (normalized) is 0.0847. (3) The peptide sequence is RPVFARLPF. The MHC is HLA-A01:01 with pseudo-sequence HLA-A01:01. The binding affinity (normalized) is 0.0847.